Predict the reaction yield, written as a fraction of the theoretical maximum amount of product (1.0 means a 100% yield; for example, 0.34 means a 34% yield). From a dataset of Reaction yield outcomes from USPTO patents with 853,638 reactions. (1) The reactants are [Cl:1][C:2]1[C:3]([CH2:12][N:13]2[C:17]([C:18](N(OC)C)=[O:19])=[CH:16][C:15]([O:24][CH:25]([CH3:27])[CH3:26])=[N:14]2)=[N:4][CH:5]=[C:6]([C:8]([F:11])([F:10])[F:9])[CH:7]=1.[H-].C([Al+]CC(C)C)C(C)C.CO.[C@H](O)(C([O-])=O)[C@@H](O)C([O-])=O.[Na+].[K+]. The catalyst is O1CCCC1.C1(C)C=CC=CC=1. The product is [Cl:1][C:2]1[C:3]([CH2:12][N:13]2[C:17]([CH:18]=[O:19])=[CH:16][C:15]([O:24][CH:25]([CH3:27])[CH3:26])=[N:14]2)=[N:4][CH:5]=[C:6]([C:8]([F:11])([F:9])[F:10])[CH:7]=1. The yield is 0.550. (2) The reactants are [Br:1][C:2]1[CH:11]=[C:10]2[C:5]([N:6]=[CH:7][C:8]([N:12]3[CH2:17][CH2:16][NH:15][CH2:14][CH2:13]3)=[N:9]2)=[CH:4][CH:3]=1.[CH3:18][O:19][C:20]1[CH:25]=[CH:24][CH:23]=[CH:22][C:21]=1[S:26](Cl)(=[O:28])=[O:27]. The catalyst is N1C=CC=CC=1. The product is [Br:1][C:2]1[CH:11]=[C:10]2[C:5]([N:6]=[CH:7][C:8]([N:12]3[CH2:13][CH2:14][N:15]([S:26]([C:21]4[CH:22]=[CH:23][CH:24]=[CH:25][C:20]=4[O:19][CH3:18])(=[O:28])=[O:27])[CH2:16][CH2:17]3)=[N:9]2)=[CH:4][CH:3]=1. The yield is 0.730. (3) The reactants are [OH:1][C:2]1[C:3]([C:16]([NH:18][C:19]2[CH:24]=[CH:23][CH:22]=[CH:21][CH:20]=2)=[O:17])=[CH:4][N:5]([CH2:9][C:10]2[CH:15]=[CH:14][CH:13]=[CH:12][CH:11]=2)[C:6](=[O:8])[CH:7]=1.OC1C([C:40]([OH:42])=[O:41])=CN(CC2C=CC=CC=2)C(=O)C=1.C(Cl)CCl.O.N1C2C(=NC=CC=2)N(O)N=1.NC1C=CC=CC=1.[CH3:65][N:66](C)[CH:67]=[O:68]. No catalyst specified. The product is [OH:1][C:2]1[C:3]([C:16]([NH:18][C:19]2[CH:24]=[CH:23][CH:22]=[CH:21][CH:20]=2)=[O:17])=[CH:4][N:5]([CH2:9][C:10]2[CH:15]=[CH:14][CH:13]=[CH:12][CH:11]=2)[C:6](=[O:8])[C:7]=1[C:67]([NH:66][CH2:65][C:40]([OH:42])=[O:41])=[O:68]. The yield is 0.210. (4) The reactants are [ClH:1].C(OC([N:9]1[CH2:13][CH2:12][CH2:11][C@H:10]1[C:14]1[NH:15][C:16]([C:19]2[CH:24]=[CH:23][C:22]([B:25]3[O:29][C:28]([CH3:31])([CH3:30])[C:27]([CH3:33])([CH3:32])[O:26]3)=[CH:21][CH:20]=2)=[CH:17][N:18]=1)=O)(C)(C)C.C(OCC)C. The catalyst is O1CCOCC1.ClCCl. The product is [ClH:1].[NH:9]1[CH2:13][CH2:12][CH2:11][C@H:10]1[C:14]1[NH:15][C:16]([C:19]2[CH:24]=[CH:23][C:22]([B:25]3[O:29][C:28]([CH3:31])([CH3:30])[C:27]([CH3:33])([CH3:32])[O:26]3)=[CH:21][CH:20]=2)=[CH:17][N:18]=1. The yield is 0.950. (5) The reactants are C(O)(=O)C.[F:5][C:6]1[S:10][C:9]([C:11](=[NH:13])[NH2:12])=[N:8][CH:7]=1.[Cl:14][C:15]1[CH:22]=[C:21]([F:23])[CH:20]=[CH:19][C:16]=1[CH:17]=O.O=[C:25]([CH3:32])[CH2:26][C:27]([O:29][CH2:30][CH3:31])=[O:28]. No catalyst specified. The product is [Cl:14][C:15]1[CH:22]=[C:21]([F:23])[CH:20]=[CH:19][C:16]=1[CH:17]1[C:26]([C:27]([O:29][CH2:30][CH3:31])=[O:28])=[C:25]([CH3:32])[NH:12][C:11]([C:9]2[S:10][C:6]([F:5])=[CH:7][N:8]=2)=[N:13]1. The yield is 0.390. (6) The reactants are [C:1]([O:8][CH3:9])(=[O:7])/[CH:2]=[CH:3]/[C:4]([OH:6])=[O:5].[CH3:10][CH:11]([CH3:18])[C:12]([O:14][CH2:15][CH2:16]Cl)=[O:13]. The catalyst is CN1C(=O)CCC1. The product is [C:1]([O:8][CH3:9])(=[O:7])/[CH:2]=[CH:3]/[C:4]([O:6][CH2:16][CH2:15][O:14][C:12](=[O:13])[CH:11]([CH3:18])[CH3:10])=[O:5]. The yield is 0.890. (7) The reactants are [NH:1]1[CH2:6][CH2:5][CH:4]([C:7]2[C:8](=[O:17])[NH:9][C:10]3[C:15]([CH:16]=2)=[CH:14][CH:13]=[CH:12][CH:11]=3)[CH2:3][CH2:2]1.C(N(CC)CC)C.[CH:25]1[C:30]([N+:31]([O-:33])=[O:32])=[CH:29][CH:28]=[C:27]([Cl-]C([O-])=O)[CH:26]=1.[OH2:38].CN(C)[CH:41]=[O:42]. No catalyst specified. The product is [O:17]=[C:8]1[C:7]([CH:4]2[CH2:3][CH2:2][N:1]([C:41]([O:42][C:27]3[CH:26]=[CH:25][C:30]([N+:31]([O-:33])=[O:32])=[CH:29][CH:28]=3)=[O:38])[CH2:6][CH2:5]2)=[CH:16][C:15]2[C:10](=[CH:11][CH:12]=[CH:13][CH:14]=2)[NH:9]1. The yield is 0.860. (8) The catalyst is C(O)(C)C. The yield is 0.800. The product is [CH3:1][O:2][C:3]([C@@H:5]([N:13]1[CH2:21][C:17]2[CH:18]=[CH:19][S:20][C:16]=2[CH2:15][CH2:14]1)[C:6]1[C:11]([Cl:12])=[CH:10][CH:9]=[CH:8][CH:7]=1)=[O:4].[OH:25][S:22]([OH:26])(=[O:24])=[O:23]. The reactants are [CH3:1][O:2][C:3]([C@@H:5]([N:13]1[CH2:21][C:17]2[CH:18]=[CH:19][S:20][C:16]=2[CH2:15][CH2:14]1)[C:6]1[CH:7]=[CH:8][CH:9]=[CH:10][C:11]=1[Cl:12])=[O:4].[S:22](=[O:26])(=[O:25])([OH:24])[OH:23].